Predict the reaction yield, written as a fraction of the theoretical maximum amount of product (1.0 means a 100% yield; for example, 0.34 means a 34% yield). From a dataset of Reaction yield outcomes from USPTO patents with 853,638 reactions. (1) The reactants are [CH3:1][O:2][C:3]1[CH:8]=[CH:7][C:6]([C:9]2[O:13][C:12]([NH:14][C:15]3[CH:20]=[CH:19][CH:18]=[CH:17][CH:16]=3)=[N:11][C:10]=2[C:21]([O:23]CC)=[O:22])=[CH:5][CH:4]=1.[OH-].[K+]. The catalyst is CO. The product is [CH3:1][O:2][C:3]1[CH:4]=[CH:5][C:6]([C:9]2[O:13][C:12]([NH:14][C:15]3[CH:20]=[CH:19][CH:18]=[CH:17][CH:16]=3)=[N:11][C:10]=2[C:21]([OH:23])=[O:22])=[CH:7][CH:8]=1. The yield is 0.480. (2) The reactants are [CH:1]1([N:7]2[C:12](=[O:13])[C:11]([C:14]([NH:16][CH2:17][C:18]([O:20]CC)=[O:19])=[O:15])=[C:10]([OH:23])[N:9]([CH:24]3[CH2:29][CH2:28][CH2:27][N:26](C(OCC4C=CC=CC=4)=O)[CH2:25]3)[C:8]2=[O:40])[CH2:6][CH2:5][CH2:4][CH2:3][CH2:2]1.[BrH:41]. The catalyst is C(O)(=O)C.O. The product is [BrH:41].[CH:1]1([N:7]2[C:12](=[O:13])[C:11]([C:14]([NH:16][CH2:17][C:18]([OH:20])=[O:19])=[O:15])=[C:10]([OH:23])[N:9]([CH:24]3[CH2:29][CH2:28][CH2:27][NH:26][CH2:25]3)[C:8]2=[O:40])[CH2:6][CH2:5][CH2:4][CH2:3][CH2:2]1. The yield is 0.200. (3) The reactants are [NH2:1][CH2:2][C:3]([OH:5])=[O:4].[OH-].[Na+].[Cl:8][C:9]1[CH:10]=[C:11]([CH:15]=[CH:16][C:17]=1[Cl:18])[C:12](Cl)=[O:13].Cl. The catalyst is C(#N)C. The product is [Cl:8][C:9]1[CH:10]=[C:11]([CH:15]=[CH:16][C:17]=1[Cl:18])[C:12]([NH:1][CH2:2][C:3]([OH:5])=[O:4])=[O:13]. The yield is 0.420. (4) The reactants are [Cl:1][C:2]1[CH:7]=[CH:6][C:5]([CH2:8][CH2:9][NH2:10])=[CH:4][CH:3]=1.CCN(C(C)C)C(C)C.[F:20][C:21]1[CH:29]=[CH:28][C:24]([C:25](Cl)=[O:26])=[CH:23][CH:22]=1. The catalyst is C(Cl)Cl. The product is [Cl:1][C:2]1[CH:7]=[CH:6][C:5]([CH2:8][CH2:9][NH:10][C:25](=[O:26])[C:24]2[CH:28]=[CH:29][C:21]([F:20])=[CH:22][CH:23]=2)=[CH:4][CH:3]=1. The yield is 0.748. (5) The reactants are Br[C:2]1[CH:3]=[C:4]([N:8]([CH2:23][CH:24]([O:29][Si](C(C)(C)C)(C)C)[C:25]([F:28])([F:27])[F:26])[CH2:9][C:10]2[CH:15]=[CH:14][CH:13]=[C:12]([O:16][C:17]([F:22])([F:21])[CH:18]([F:20])[F:19])[CH:11]=2)[CH:5]=[CH:6][CH:7]=1.C(=O)([O-])[O-].[Cs+].[Cs+].[Cl:43][C:44]1[CH:49]=[CH:48][C:47]([OH:50])=[CH:46][C:45]=1[CH2:51][CH3:52].C1(C(O)=O)C2C(=CC=CC=2)C=CC=1. The catalyst is CC(N(C)C)=O.C1(C)C=CC=CC=1. The product is [Cl:43][C:44]1[CH:49]=[CH:48][C:47]([O:50][C:2]2[CH:3]=[C:4]([N:8]([CH2:9][C:10]3[CH:15]=[CH:14][CH:13]=[C:12]([O:16][C:17]([F:22])([F:21])[CH:18]([F:19])[F:20])[CH:11]=3)[CH2:23][CH:24]([OH:29])[C:25]([F:27])([F:26])[F:28])[CH:5]=[CH:6][CH:7]=2)=[CH:46][C:45]=1[CH2:51][CH3:52]. The yield is 0.230.